Task: Predict the reaction yield, written as a fraction of the theoretical maximum amount of product (1.0 means a 100% yield; for example, 0.34 means a 34% yield).. Dataset: Reaction yield outcomes from USPTO patents with 853,638 reactions (1) The reactants are [OH:1][C:2]1[NH:7][C:6](=[O:8])[N:5]([CH2:9][C:10]2[CH:15]=[CH:14][CH:13]=[CH:12][CH:11]=2)[C:4](=[O:16])[C:3]=1[C:17]([NH:19][CH2:20][C:21]([O:23]CC)=[O:22])=[O:18].[Cl:26][C:27]1[CH:28]=[C:29]([CH:32]=[CH:33][C:34]=1[Cl:35])[CH2:30]Br.C(=O)([O-])[O-].[Na+].[Na+].Cl. The catalyst is CN(C)C=O. The product is [Cl:26][C:27]1[CH:28]=[C:29]([CH2:30][N:7]2[C:2]([OH:1])=[C:3]([C:17]([NH:19][CH2:20][C:21]([OH:23])=[O:22])=[O:18])[C:4](=[O:16])[N:5]([CH2:9][C:10]3[CH:15]=[CH:14][CH:13]=[CH:12][CH:11]=3)[C:6]2=[O:8])[CH:32]=[CH:33][C:34]=1[Cl:35]. The yield is 0.100. (2) The reactants are [CH3:1][O:2][C:3]1[CH:4]=[C:5]2[C:10](=[CH:11][C:12]=1[O:13][CH3:14])[N:9]=[CH:8][N:7]=[C:6]2[S:15][C:16]1[CH:17]=[C:18]([CH:20]=[CH:21][CH:22]=1)[NH2:19].[C:23]([C:27]1[CH:31]=[C:30]([NH:32][C:33](=O)[O:34]C2C=CC=CC=2)[N:29]([C:42]2[CH:43]=[C:44]([CH3:48])[CH:45]=[CH:46][CH:47]=2)[N:28]=1)([CH3:26])([CH3:25])[CH3:24]. No catalyst specified. The product is [C:23]([C:27]1[CH:31]=[C:30]([NH:32][C:33]([NH:19][C:18]2[CH:20]=[CH:21][CH:22]=[C:16]([S:15][C:6]3[C:5]4[C:10](=[CH:11][C:12]([O:13][CH3:14])=[C:3]([O:2][CH3:1])[CH:4]=4)[N:9]=[CH:8][N:7]=3)[CH:17]=2)=[O:34])[N:29]([C:42]2[CH:43]=[C:44]([CH3:48])[CH:45]=[CH:46][CH:47]=2)[N:28]=1)([CH3:26])([CH3:25])[CH3:24]. The yield is 0.850. (3) The reactants are [CH2:1]([O:3][CH2:4][C:5](Cl)=O)[CH3:2].[NH2:8][C:9]1[CH:10]=[N:11][C:12]2[C:17]([C:18]=1[NH:19][CH2:20][C:21]1([NH:27][C:28](=[O:34])[O:29][C:30]([CH3:33])([CH3:32])[CH3:31])[CH2:26][CH2:25][CH2:24][CH2:23][CH2:22]1)=[CH:16][CH:15]=[CH:14][CH:13]=2.[OH-].[Na+]. The catalyst is C(O)C.O. The product is [CH2:1]([O:3][CH2:4][C:5]1[N:19]([CH2:20][C:21]2([NH:27][C:28](=[O:34])[O:29][C:30]([CH3:32])([CH3:31])[CH3:33])[CH2:26][CH2:25][CH2:24][CH2:23][CH2:22]2)[C:18]2[C:17]3[CH:16]=[CH:15][CH:14]=[CH:13][C:12]=3[N:11]=[CH:10][C:9]=2[N:8]=1)[CH3:2]. The yield is 0.380. (4) The reactants are C(N(CC)CC)C.Cl[C:9]([O:11][CH3:12])=[O:10].[CH3:13][C:14]([NH:16][CH:17]1[C:27]2[CH:28]=[C:29]([OH:32])[CH:30]=[CH:31][C:26]=2[C:25]2[C:20](=[CH:21][C:22]([O:37][CH3:38])=[C:23]([O:35][CH3:36])[C:24]=2[O:33][CH3:34])[CH2:19][CH2:18]1)=[O:15]. The catalyst is C1COCC1. The product is [C:9](=[O:10])([O:11][CH3:12])[O:32][C:29]1[CH:30]=[CH:31][C:26]2[C:25]3[C:24]([O:33][CH3:34])=[C:23]([O:35][CH3:36])[C:22]([O:37][CH3:38])=[CH:21][C:20]=3[CH2:19][CH2:18][C@H:17]([NH:16][C:14](=[O:15])[CH3:13])[C:27]=2[CH:28]=1. The yield is 0.750.